This data is from Catalyst prediction with 721,799 reactions and 888 catalyst types from USPTO. The task is: Predict which catalyst facilitates the given reaction. (1) Reactant: C([O:3][C:4](=[O:18])[CH:5](CCC(O)=O)[CH:6]([C:11]#[N:12])[CH2:7][CH:8]([CH3:10])[CH3:9])C.OS(O)(=O)=O. Product: [C:11]([CH:6]([CH2:7][CH:8]([CH3:10])[CH3:9])[CH2:5][C:4]([OH:18])=[O:3])#[N:12]. The catalyst class is: 6. (2) Reactant: C(N(CC)CC)C.[CH:8]1([NH2:11])[CH2:10][CH2:9]1.Cl[C:13]1[C:18]([Cl:19])=[CH:17][N:16]=[C:15]([NH:20][C:21]2[CH:26]=[CH:25][CH:24]=[CH:23][CH:22]=2)[N:14]=1.O. Product: [Cl:19][C:18]1[C:17]([NH:11][CH:8]2[CH2:10][CH2:9]2)=[N:16][C:15]([NH:20][C:21]2[CH:26]=[CH:25][CH:24]=[CH:23][CH:22]=2)=[N:14][CH:13]=1. The catalyst class is: 10. (3) Reactant: [Cl:1][C:2]1[CH:3]=[N+:4]([O-:34])[CH:5]=[C:6]([Cl:33])[C:7]=1[CH2:8][C@@H:9]([C:18]1[CH:23]=[CH:22][C:21]([O:24][CH:25]([F:27])[F:26])=[C:20]([O:28]CC2CC2)[CH:19]=1)[O:10][C:11]([C:13]1[S:14][CH:15]=[CH:16][CH:17]=1)=[O:12].FC(F)(F)C(O)=O. Product: [Cl:33][C:6]1[CH:5]=[N+:4]([O-:34])[CH:3]=[C:2]([Cl:1])[C:7]=1[CH2:8][C@@H:9]([C:18]1[CH:23]=[CH:22][C:21]([O:24][CH:25]([F:27])[F:26])=[C:20]([OH:28])[CH:19]=1)[O:10][C:11]([C:13]1[S:14][CH:15]=[CH:16][CH:17]=1)=[O:12]. The catalyst class is: 2. (4) Reactant: [NH2:1][C@@:2]([C:8]1[CH:13]=[C:12]([Br:14])[C:11]([F:15])=[CH:10][C:9]=1[F:16])([CH3:7])[CH2:3][CH:4](O)[CH3:5].C([N:25]=[C:26]=[S:27])(=O)C1C=CC=CC=1.Cl. Product: [Br:14][C:12]1[C:11]([F:15])=[CH:10][C:9]([F:16])=[C:8]([C@:2]2([CH3:7])[CH2:3][CH:4]([CH3:5])[S:27][C:26]([NH2:25])=[N:1]2)[CH:13]=1. The catalyst class is: 1.